Dataset: Reaction yield outcomes from USPTO patents with 853,638 reactions. Task: Predict the reaction yield, written as a fraction of the theoretical maximum amount of product (1.0 means a 100% yield; for example, 0.34 means a 34% yield). (1) The reactants are [CH:1]([C@@H:4]1[CH2:9][CH2:8][C@@H:7]([CH2:10]C)[CH2:6][C@H:5]1[O:12][C:13]1[CH:14]=[C:15]2[C:20](=[CH:21][CH:22]=1)[CH:19]=[C:18]([CH2:23][N:24]1[CH2:29][CH2:28][CH:27]([C:30]([O:32][CH2:33][CH3:34])=[O:31])[CH2:26][CH2:25]1)[CH:17]=[CH:16]2)([CH3:3])[CH3:2].C1([C@@H]2CC[C@H](OC3C=C4C(=CC=3)C=C(CN3CCC(C(OCC)=O)CC3)C=C4)CC2)C=CC=CC=1. The product is [CH:1]([C@@H:4]1[CH2:9][CH2:8][C@@H:7]([CH3:10])[CH2:6][C@H:5]1[O:12][C:13]1[CH:14]=[C:15]2[C:20](=[CH:21][CH:22]=1)[CH:19]=[C:18]([CH2:23][N:24]1[CH2:25][CH2:26][CH:27]([C:30]([O:32][CH2:33][CH3:34])=[O:31])[CH2:28][CH2:29]1)[CH:17]=[CH:16]2)([CH3:2])[CH3:3]. The yield is 0.380. No catalyst specified. (2) The reactants are [CH3:1][O:2][CH2:3][C@H:4]([CH3:31])[O:5][C:6]1[CH:7]=[C:8]([C:23]2[NH:27][C:26]([C:28]([OH:30])=O)=[CH:25][CH:24]=2)[CH:9]=[C:10]([O:12][C:13]2[CH:14]=[N:15][C:16]([S:19]([CH3:22])(=[O:21])=[O:20])=[CH:17][CH:18]=2)[CH:11]=1.[NH2:32][C@H:33]([CH2:36][CH3:37])[CH2:34][OH:35].C1C=CC2N(O)N=NC=2C=1.O.CN1CCOCC1.CCN=C=NCCCN(C)C.Cl. The catalyst is C(Cl)Cl. The product is [OH:35][CH2:34][C@H:33]([NH:32][C:28]([C:26]1[NH:27][C:23]([C:8]2[CH:9]=[C:10]([O:12][C:13]3[CH:14]=[N:15][C:16]([S:19]([CH3:22])(=[O:20])=[O:21])=[CH:17][CH:18]=3)[CH:11]=[C:6]([O:5][C@@H:4]([CH3:31])[CH2:3][O:2][CH3:1])[CH:7]=2)=[CH:24][CH:25]=1)=[O:30])[CH2:36][CH3:37]. The yield is 0.850. (3) The reactants are [F:1][C:2]1[CH:11]=[C:10]([N+:12]([O-])=O)[CH:9]=[CH:8][C:3]=1[C:4]([O:6][CH3:7])=[O:5]. The catalyst is CCO.[Pd]. The product is [NH2:12][C:10]1[CH:9]=[CH:8][C:3]([C:4]([O:6][CH3:7])=[O:5])=[C:2]([F:1])[CH:11]=1. The yield is 0.950. (4) The reactants are [C:1]([C:3]1[CH:4]=[CH:5][C:6]([C:9]2[CH:14]=[CH:13][C:12]([C:15]3([C:18]([NH:20][NH:21]C(OC(C)(C)C)=O)=[O:19])[CH2:17][CH2:16]3)=[CH:11][CH:10]=2)=[N:7][CH:8]=1)#[N:2]. The catalyst is Cl.O1CCOCC1. The product is [C:1]([C:3]1[CH:4]=[CH:5][C:6]([C:9]2[CH:14]=[CH:13][C:12]([C:15]3([C:18]([NH:20][NH2:21])=[O:19])[CH2:17][CH2:16]3)=[CH:11][CH:10]=2)=[N:7][CH:8]=1)#[N:2]. The yield is 0.970. (5) The reactants are CI.[C:3]([O-])([O-])=O.[K+].[K+].[I:9][C:10]1[CH:11]=[CH:12][C:13]([O:19][CH3:20])=[C:14]([CH:18]=1)[C:15]([O-:17])=[O:16].C(OCC)(=O)C. The yield is 0.880. The product is [CH3:3][O:16][C:15](=[O:17])[C:14]1[CH:18]=[C:10]([I:9])[CH:11]=[CH:12][C:13]=1[O:19][CH3:20]. The catalyst is CN(C=O)C. (6) The reactants are [NH2:1][C:2]1[CH:32]=[CH:31][C:5]2[N:6]=[C:7]([C:12]3[C:13](=[O:30])[N:14]([CH2:24][CH2:25][C:26]([CH3:29])([CH3:28])[CH3:27])[N:15]=[C:16]([N:19]4[CH2:23][CH2:22][CH2:21][CH2:20]4)[C:17]=3[OH:18])[N:8]=[S:9]([CH3:11])(=[O:10])[C:4]=2[CH:3]=1.N1C=CC=CC=1.[CH3:39][S:40](Cl)(=[O:42])=[O:41]. The yield is 0.178. The product is [CH3:29][C:26]([CH3:28])([CH3:27])[CH2:25][CH2:24][N:14]1[C:13](=[O:30])[C:12]([C:7]2[N:8]=[S:9]([CH3:11])(=[O:10])[C:4]3[CH:3]=[C:2]([NH:1][S:40]([CH3:39])(=[O:42])=[O:41])[CH:32]=[CH:31][C:5]=3[N:6]=2)=[C:17]([OH:18])[C:16]([N:19]2[CH2:20][CH2:21][CH2:22][CH2:23]2)=[N:15]1. The catalyst is CC(C)=O.C(OCC)(=O)C.